This data is from Reaction yield outcomes from USPTO patents with 853,638 reactions. The task is: Predict the reaction yield, written as a fraction of the theoretical maximum amount of product (1.0 means a 100% yield; for example, 0.34 means a 34% yield). (1) The catalyst is C(O)C.[Pd]. The product is [C:1]([O:5][C:6](=[O:28])[CH:7]([NH:20][C:21]([O:23][C:24]([CH3:27])([CH3:26])[CH3:25])=[O:22])[CH2:8][CH2:9][C:10]([OH:12])=[O:11])([CH3:4])([CH3:3])[CH3:2]. The yield is 0.633. The reactants are [C:1]([O:5][C:6](=[O:28])[CH:7]([NH:20][C:21]([O:23][C:24]([CH3:27])([CH3:26])[CH3:25])=[O:22])[CH2:8][CH2:9][C:10]([O:12]CC1C=CC=CC=1)=[O:11])([CH3:4])([CH3:3])[CH3:2]. (2) The reactants are [CH3:1][O:2][C:3]1[CH:4]=[C:5](/[CH:21]=[C:22]2/[C:23](=O)[NH:24][C:25](=[O:27])[S:26]/2)[CH:6]=[CH:7][C:8]=1[O:9][CH2:10][C:11]1[C:20]2[C:15](=[CH:16][CH:17]=[CH:18][CH:19]=2)[CH:14]=[CH:13][CH:12]=1.COC1C=CC(P2(SP(C3C=CC(OC)=CC=3)(=S)S2)=[S:38])=CC=1. The product is [CH3:1][O:2][C:3]1[CH:4]=[C:5](/[CH:21]=[C:22]2/[C:23](=[S:38])[NH:24][C:25](=[O:27])[S:26]/2)[CH:6]=[CH:7][C:8]=1[O:9][CH2:10][C:11]1[C:20]2[C:15](=[CH:16][CH:17]=[CH:18][CH:19]=2)[CH:14]=[CH:13][CH:12]=1. The yield is 1.09. The catalyst is C1(C)C=CC=CC=1.